This data is from Reaction yield outcomes from USPTO patents with 853,638 reactions. The task is: Predict the reaction yield, written as a fraction of the theoretical maximum amount of product (1.0 means a 100% yield; for example, 0.34 means a 34% yield). (1) The reactants are Cl.[CH:2]1([C:5]2[C:6]([N:25]([C:30]3[CH:35]=[CH:34][C:33]([B:36]([OH:38])O)=[C:32]([CH2:39][O:40]COC)[CH:31]=3)[S:26]([CH3:29])(=[O:28])=[O:27])=[CH:7][C:8]3[O:12][C:11]([C:13]4[CH:18]=[CH:17][C:16]([F:19])=[CH:15][CH:14]=4)=[C:10]([C:20](=[O:23])[NH:21][CH3:22])[C:9]=3[CH:24]=2)[CH2:4][CH2:3]1. The catalyst is O1CCCC1.CO. The product is [CH:2]1([C:5]2[C:6]([N:25]([C:30]3[CH:35]=[CH:34][C:33]4[B:36]([OH:38])[O:40][CH2:39][C:32]=4[CH:31]=3)[S:26]([CH3:29])(=[O:28])=[O:27])=[CH:7][C:8]3[O:12][C:11]([C:13]4[CH:14]=[CH:15][C:16]([F:19])=[CH:17][CH:18]=4)=[C:10]([C:20]([NH:21][CH3:22])=[O:23])[C:9]=3[CH:24]=2)[CH2:3][CH2:4]1. The yield is 0.970. (2) The reactants are [CH2:1]([N:5]([C:20]1[CH:25]=[CH:24][C:23]([O:26][CH3:27])=[CH:22][CH:21]=1)[S:6]([C:9]1[C:14]([F:15])=[C:13]([F:16])[C:12]([F:17])=[C:11]([F:18])[C:10]=1[F:19])(=[O:8])=[O:7])[CH2:2][CH:3]=[CH2:4].B.C1C[O:32]CC1.O.B(O[O-])=O.[Na+]. The catalyst is C1COCC1. The product is [OH:32][CH2:4][CH2:3][CH2:2][CH2:1][N:5]([C:20]1[CH:21]=[CH:22][C:23]([O:26][CH3:27])=[CH:24][CH:25]=1)[S:6]([C:9]1[C:10]([F:19])=[C:11]([F:18])[C:12]([F:17])=[C:13]([F:16])[C:14]=1[F:15])(=[O:7])=[O:8]. The yield is 0.640.